Task: Predict the reaction yield, written as a fraction of the theoretical maximum amount of product (1.0 means a 100% yield; for example, 0.34 means a 34% yield).. Dataset: Reaction yield outcomes from USPTO patents with 853,638 reactions (1) The reactants are [C:1]([CH2:6][C:7]([O:9][CH3:10])=[O:8])(=[O:5])[CH:2]([CH3:4])[CH3:3].[F:11][C:12]1[CH:19]=[CH:18][C:15]([C:16]#[N:17])=[CH:14][CH:13]=1.[Sn](Cl)(Cl)(Cl)Cl.O. The catalyst is C1(C)C=CC=CC=1.ClC(Cl)C.CCCCCC. The product is [NH2:17][C:16](=[C:6]([C:1](=[O:5])[CH:2]([CH3:4])[CH3:3])[C:7]([O:9][CH3:10])=[O:8])[C:15]1[CH:18]=[CH:19][C:12]([F:11])=[CH:13][CH:14]=1. The yield is 0.607. (2) The reactants are [CH3:1][C:2]1[CH:7]=[CH:6][N:5]=[CH:4][C:3]=1[N:8]1[CH2:12][CH2:11][NH:10][C:9]1=[O:13].Br[C:15]1[CH:16]=[C:17]([CH:20]=[CH:21][CH:22]=1)[C:18]#[N:19].N[C@@H]1CCCC[C@H]1N.P([O-])([O-])([O-])=O.[K+].[K+].[K+]. The catalyst is [Cu](I)I.O1CCOCC1. The product is [CH3:1][C:2]1[CH:7]=[CH:6][N:5]=[CH:4][C:3]=1[N:8]1[CH2:12][CH2:11][N:10]([C:15]2[CH:16]=[C:17]([CH:20]=[CH:21][CH:22]=2)[C:18]#[N:19])[C:9]1=[O:13]. The yield is 0.490. (3) The reactants are [CH3:1][O:2][C:3]([C:5]1[S:6][CH:7]=[CH:8][C:9]=1[N:10]([C:17]([C@H:19]1[CH2:24][CH2:23][C@H:22]([CH3:25])[CH2:21][CH2:20]1)=[O:18])[CH:11]1[CH2:16][CH2:15][NH:14][CH2:13][CH2:12]1)=[O:4].[CH2:26]=O. The catalyst is ClCCCl. The product is [CH3:1][O:2][C:3]([C:5]1[S:6][CH:7]=[CH:8][C:9]=1[N:10]([C:17]([C@H:19]1[CH2:20][CH2:21][C@H:22]([CH3:25])[CH2:23][CH2:24]1)=[O:18])[CH:11]1[CH2:12][CH2:13][N:14]([CH3:26])[CH2:15][CH2:16]1)=[O:4]. The yield is 0.855. (4) The reactants are [CH3:1][C:2]([O-])([CH3:4])[CH3:3].[K+].[Br:7][C:8]1[CH:17]=C2C(CCCC2=O)=C[CH:9]=1.I[CH3:20].O.[CH2:22]1[CH2:26][O:25][CH2:24][CH2:23]1. No catalyst specified. The product is [Br:7][C:8]1[CH:17]=[C:22]2[C:23]([CH2:20][CH2:1][C:2]([CH3:4])([CH3:3])[C:26]2=[O:25])=[CH:24][CH:9]=1. The yield is 0.910. (5) The reactants are CCN(CC)CC.Br[C:9]1[CH:31]=[CH:30][CH:29]=[CH:28][C:10]=1[NH:11][C:12]1[CH:17]=[CH:16][C:15]([CH2:18][CH2:19][CH2:20][CH2:21][CH2:22][CH2:23][CH2:24][CH2:25][CH2:26][CH3:27])=[CH:14][CH:13]=1.N#N.C(C1(CC)C2C=C([B:49]3[O:53][C:52]([CH3:55])([CH3:54])[C:51]([CH3:57])([CH3:56])[O:50]3)C=CC=2C2C1=CC([B:49]1[O:53][C:52]([CH3:55])([CH3:54])[C:51]([CH3:57])([CH3:56])[O:50]1)=CC=2)C. The catalyst is O1CCOCC1.C([O-])(=O)C.[Pd+2].C([O-])(=O)C.C1(P(C2CCCCC2)C2C=CC=CC=2C2C(N(C)C)=CC=CC=2)CCCCC1. The product is [CH2:18]([C:15]1[CH:16]=[CH:17][C:12]([NH:11][C:10]2[CH:28]=[CH:29][CH:30]=[CH:31][C:9]=2[B:49]2[O:53][C:52]([CH3:55])([CH3:54])[C:51]([CH3:57])([CH3:56])[O:50]2)=[CH:13][CH:14]=1)[CH2:19][CH2:20][CH2:21][CH2:22][CH2:23][CH2:24][CH2:25][CH2:26][CH3:27]. The yield is 0.640. (6) The product is [Br:19][C:20]1[CH:21]=[C:22]2[C:27](=[CH:28][C:29]=1[CH2:30][N:31]1[CH2:35][CH2:34][C@@H:33]([OH:36])[CH2:32]1)[NH:26][C:25](=[O:44])[N:24]([CH2:45][C:46]1[CH:51]=[C:50]([Cl:52])[CH:49]=[CH:48][C:47]=1[S:53]([CH2:56][CH3:57])(=[O:55])=[O:54])[C:23]2=[O:58]. The reactants are [F-].C([N+](CCCC)(CCCC)CCCC)CCC.[Br:19][C:20]1[CH:21]=[C:22]2[C:27](=[CH:28][C:29]=1[CH2:30][N:31]1[CH2:35][CH2:34][C@@H:33]([O:36][Si](C(C)(C)C)(C)C)[CH2:32]1)[NH:26][C:25](=[O:44])[N:24]([CH2:45][C:46]1[CH:51]=[C:50]([Cl:52])[CH:49]=[CH:48][C:47]=1[S:53]([CH2:56][CH3:57])(=[O:55])=[O:54])[C:23]2=[O:58]. The yield is 0.770. The catalyst is C1COCC1. (7) The reactants are [CH3:13][C:12]([O:11][C:9](O[C:9]([O:11][C:12]([CH3:15])([CH3:14])[CH3:13])=[O:10])=[O:10])([CH3:15])[CH3:14].Cl.[NH2:17][CH2:18][C@H:19]([C:23]1[CH:28]=[CH:27][C:26]([Cl:29])=[CH:25][CH:24]=1)[C:20]([OH:22])=[O:21].O.O.O.O.O.[OH-].C[N+](C)(C)C.CC#N. The catalyst is O. The product is [C:12]([O:11][C:9]([NH:17][CH2:18][C@H:19]([C:23]1[CH:24]=[CH:25][C:26]([Cl:29])=[CH:27][CH:28]=1)[C:20]([OH:22])=[O:21])=[O:10])([CH3:13])([CH3:14])[CH3:15]. The yield is 0.906. (8) The reactants are [N:1]([CH2:4][C@@H:5]([F:17])[C@H:6]([O:9][CH2:10][C:11]1[CH:16]=[CH:15][CH:14]=[CH:13][CH:12]=1)[CH:7]=C)=[N+:2]=[N-:3].C(O)(C(F)(F)F)=[O:19].[OH2:25]. The catalyst is O1CCOCC1.CCOC(C)=O. The product is [N:1]([CH2:4][C@@H:5]([F:17])[C@H:6]([O:9][CH2:10][C:11]1[CH:16]=[CH:15][CH:14]=[CH:13][CH:12]=1)[C:7]([OH:19])=[O:25])=[N+:2]=[N-:3]. The yield is 1.00.